This data is from Catalyst prediction with 721,799 reactions and 888 catalyst types from USPTO. The task is: Predict which catalyst facilitates the given reaction. (1) Reactant: CC(S([NH:7][CH:8]([C:14]1[O:15][C:16]([CH3:19])=[N:17][N:18]=1)[C:9]1([CH3:13])[CH2:12][O:11][CH2:10]1)=O)(C)C.Cl.O1CCOCC1. Product: [CH3:19][C:16]1[O:15][C:14]([CH:8]([C:9]2([CH3:13])[CH2:10][O:11][CH2:12]2)[NH2:7])=[N:18][N:17]=1. The catalyst class is: 5. (2) Reactant: [C:1]1([C:7](=[O:11])[C:8](=[O:10])[CH3:9])[CH:6]=[CH:5][CH:4]=[CH:3][CH:2]=1.[Br:12]Br. Product: [Br:12][CH2:9][C:8](=[O:10])[C:7]([C:1]1[CH:6]=[CH:5][CH:4]=[CH:3][CH:2]=1)=[O:11]. The catalyst class is: 26. (3) Reactant: [CH2:1]([O:4][C:5]([C:7]1[CH:8]=[C:9]([CH2:13][O:14][CH2:15][C@@H:16]([C:18]([NH2:20])=[O:19])[NH2:17])[CH:10]=[CH:11][CH:12]=1)=[O:6])[CH:2]=[CH2:3].Cl.[CH3:22][C:23]1[CH:24]=[C:25]([CH:39]=[CH:40][CH:41]=1)[CH2:26][C@@H:27]([C:36](O)=[O:37])[NH:28][C:29]([O:31][C:32]([CH3:35])([CH3:34])[CH3:33])=[O:30].ON1C2C=CC=CC=2N=N1.CN1CCOCC1.Cl.CN(C)CCCN=C=NCC. Product: [CH3:22][C:23]1[CH:24]=[C:25]([CH:39]=[CH:40][CH:41]=1)[CH2:26][C@@H:27]([C:36]([NH:20][C:18](=[O:19])[C@H:16]([CH2:15][O:14][CH2:13][C:9]1[CH:10]=[CH:11][CH:12]=[C:7]([C:5]([O:4][CH2:1][CH:2]=[CH2:3])=[O:6])[CH:8]=1)[NH2:17])=[O:37])[NH:28][C:29]([O:31][C:32]([CH3:35])([CH3:33])[CH3:34])=[O:30]. The catalyst class is: 2. (4) Reactant: Cl.[NH2:2][C@H:3]([C:8]1[CH:13]=[CH:12][C:11]([Cl:14])=[CH:10][CH:9]=1)[C:4]([O:6][CH3:7])=[O:5].Br[CH2:16][CH:17]=[CH2:18]. Product: [CH3:7][O:6][C:4](=[O:5])[C@H:3]([NH:2][CH2:18][CH:17]=[CH2:16])[C:8]1[CH:9]=[CH:10][C:11]([Cl:14])=[CH:12][CH:13]=1. The catalyst class is: 4. (5) Reactant: [Br:1][C:2]1[CH:3]=[C:4]2[C:9](=[CH:10][CH:11]=1)[N:8]=[C:7](Cl)[C:6]([C:13]([O:15][CH2:16][CH3:17])=[O:14])=[C:5]2[Cl:18].[CH3:19][O-:20].[Na+]. Product: [Br:1][C:2]1[CH:3]=[C:4]2[C:9](=[CH:10][CH:11]=1)[N:8]=[C:7]([O:20][CH3:19])[C:6]([C:13]([O:15][CH2:16][CH3:17])=[O:14])=[C:5]2[Cl:18]. The catalyst class is: 308. (6) Reactant: Br[C:2]1[CH:7]=[CH:6][C:5]([CH3:8])=[CH:4][C:3]=1[CH3:9].[Mg].II.[N:13]([P:18](Cl)Cl)([CH2:16][CH3:17])[CH2:14][CH3:15]. Product: [CH2:14]([N:13]([P:18]([C:2]1[CH:7]=[CH:6][C:5]([CH3:8])=[CH:4][C:3]=1[CH3:9])[C:2]1[CH:7]=[CH:6][C:5]([CH3:8])=[CH:4][C:3]=1[CH3:9])[CH2:16][CH3:17])[CH3:15]. The catalyst class is: 332. (7) Reactant: [NH:1]([CH:4]([C:18]1[CH:23]=[CH:22][CH:21]=[CH:20][CH:19]=1)[N:5]1[CH2:10][CH2:9][N:8](C(OC(C)(C)C)=O)[CH2:7][CH2:6]1)[C:2]#[N:3].[ClH:24]. Product: [ClH:24].[C:18]1([C:4](=[N:1][C:2]#[N:3])[N:5]2[CH2:6][CH2:7][NH:8][CH2:9][CH2:10]2)[CH:19]=[CH:20][CH:21]=[CH:22][CH:23]=1. The catalyst class is: 12. (8) Reactant: [OH:1][CH:2]1[CH2:7][CH2:6][CH:5]([C:8]([O:10][CH3:11])=[O:9])[CH2:4][CH2:3]1.N1C=CN=C1.[Si:17](Cl)([C:20]([CH3:23])([CH3:22])[CH3:21])([CH3:19])[CH3:18].CCCCCC.C(OCC)(=O)C. Product: [Si:17]([O:1][CH:2]1[CH2:3][CH2:4][CH:5]([C:8]([O:10][CH3:11])=[O:9])[CH2:6][CH2:7]1)([C:20]([CH3:23])([CH3:22])[CH3:21])([CH3:19])[CH3:18]. The catalyst class is: 35. (9) Reactant: [C:1]([N:8]1[CH2:15][CH2:14][CH2:13][C@H:9]1[C:10]([OH:12])=[O:11])([O:3][C:4]([CH3:7])([CH3:6])[CH3:5])=[O:2].C1(N=C=NC2CCCCC2)CCCCC1.[CH2:31]1[O:35][C@@H:34]2[C@H:36]([O:39][N+:40]([O-:42])=[O:41])[CH2:37][O:38][C@@H:33]2[C@H:32]1O. Product: [C:4]([O:3][C:1]([N:8]1[CH2:15][CH2:14][CH2:13][C@H:9]1[C:10]([O:12][C@H:32]1[CH2:31][O:35][C@H:34]2[C@H:33]1[O:38][CH2:37][C@H:36]2[O:39][N+:40]([O-:42])=[O:41])=[O:11])=[O:2])([CH3:7])([CH3:6])[CH3:5]. The catalyst class is: 64.